This data is from Full USPTO retrosynthesis dataset with 1.9M reactions from patents (1976-2016). The task is: Predict the reactants needed to synthesize the given product. (1) The reactants are: [CH3:1][C:2]1[CH:7]=[CH:6][CH:5]=[CH:4][C:3]=1[N+:8]([O-:10])=[O:9].[Br:11]N1C(=O)CCC1=O. Given the product [Br:11][CH2:1][C:2]1[CH:7]=[CH:6][CH:5]=[CH:4][C:3]=1[N+:8]([O-:10])=[O:9], predict the reactants needed to synthesize it. (2) Given the product [Cl:19][C:20]1[N:25]=[C:24]([N:6]([CH:1]2[CH2:2][CH2:3][CH2:4][CH2:5]2)[C@H:7]([CH2:12][CH3:13])[C:8]([O:10][CH3:11])=[O:9])[C:23]([N+:27]([O-:29])=[O:28])=[CH:22][N:21]=1, predict the reactants needed to synthesize it. The reactants are: [CH:1]1([NH:6][C@H:7]([CH2:12][CH3:13])[C:8]([O:10][CH3:11])=[O:9])[CH2:5][CH2:4][CH2:3][CH2:2]1.C(=O)(O)[O-].[Na+].[Cl:19][C:20]1[N:25]=[C:24](Cl)[C:23]([N+:27]([O-:29])=[O:28])=[CH:22][N:21]=1. (3) Given the product [NH2:19][C:13]1[N:12]=[C:11]([NH2:20])[C:10]2[C:15](=[CH:16][CH:17]=[CH:18][C:9]=2[O:8][CH2:7][CH:4]2[CH2:5][CH2:6][N:1]([C:24]([C:23]3[CH:27]=[CH:28][CH:29]=[CH:30][C:22]=3[F:21])=[O:25])[CH2:2][CH2:3]2)[N:14]=1, predict the reactants needed to synthesize it. The reactants are: [NH:1]1[CH2:6][CH2:5][CH:4]([CH2:7][O:8][C:9]2[CH:18]=[CH:17][CH:16]=[C:15]3[C:10]=2[C:11]([NH2:20])=[N:12][C:13]([NH2:19])=[N:14]3)[CH2:3][CH2:2]1.[F:21][C:22]1[CH:30]=[CH:29][CH:28]=[CH:27][C:23]=1[C:24](Cl)=[O:25]. (4) Given the product [CH2:1]([O:3][C:4](=[O:18])[CH2:5][C:6]1[N:14]2[C:9]([CH:10]=[C:11]([C:15]#[N:16])[CH:12]=[CH:13]2)=[C:8]([S:29][C:26]2[CH:27]=[CH:28][C:23]([S:20]([CH3:19])(=[O:22])=[O:21])=[CH:24][CH:25]=2)[C:7]=1[CH3:17])[CH3:2], predict the reactants needed to synthesize it. The reactants are: [CH2:1]([O:3][C:4](=[O:18])[CH2:5][C:6]1[N:14]2[C:9]([CH:10]=[C:11]([C:15]#[N:16])[CH:12]=[CH:13]2)=[CH:8][C:7]=1[CH3:17])[CH3:2].[CH3:19][S:20]([C:23]1[CH:28]=[CH:27][C:26]([S:29][S:29][C:26]2[CH:27]=[CH:28][C:23]([S:20]([CH3:19])(=[O:22])=[O:21])=[CH:24][CH:25]=2)=[CH:25][CH:24]=1)(=[O:22])=[O:21].